This data is from Full USPTO retrosynthesis dataset with 1.9M reactions from patents (1976-2016). The task is: Predict the reactants needed to synthesize the given product. (1) The reactants are: [F:1][C:2]([F:26])([F:25])[C:3]1[CH:8]=[CH:7][C:6]([C:9]2[C:17]3[CH2:16][CH2:15][CH:14]([NH:18][S:19]([CH:22]4CC4)(=[O:21])=[O:20])[C:13]=3[CH:12]=[N:11][CH:10]=2)=[CH:5][CH:4]=1.CS(Cl)(=O)=O. Given the product [F:26][C:2]([F:1])([F:25])[C:3]1[CH:8]=[CH:7][C:6]([C:9]2[C:17]3[CH2:16][CH2:15][CH:14]([NH:18][S:19]([CH3:22])(=[O:21])=[O:20])[C:13]=3[CH:12]=[N:11][CH:10]=2)=[CH:5][CH:4]=1, predict the reactants needed to synthesize it. (2) The reactants are: [Br:1][C:2]1[CH:3]=[C:4]2[N:10]([S:11]([C:14]3[CH:20]=[CH:19][C:17]([CH3:18])=[CH:16][CH:15]=3)(=[O:13])=[O:12])[CH:9]=[CH:8][C:5]2=[N:6][CH:7]=1.ClC1C=CC=C(C(OO)=[O:29])C=1. Given the product [Br:1][C:2]1[CH:3]=[C:4]2[N:10]([S:11]([C:14]3[CH:20]=[CH:19][C:17]([CH3:18])=[CH:16][CH:15]=3)(=[O:13])=[O:12])[CH:9]=[CH:8][C:5]2=[N+:6]([O-:29])[CH:7]=1, predict the reactants needed to synthesize it. (3) Given the product [Br:1][C:2]1[N:6]([CH2:28][CH2:29][CH3:30])[C:5]([C:7]([O:9][CH2:10][CH2:11][CH2:12][CH3:13])=[O:8])=[C:4]([C:14]([O:16][CH2:17][CH2:18][CH2:19][CH3:20])=[O:15])[N:3]=1, predict the reactants needed to synthesize it. The reactants are: [Br:1][C:2]1[NH:3][C:4]([C:14]([O:16][CH2:17][CH2:18][CH2:19][CH3:20])=[O:15])=[C:5]([C:7]([O:9][CH2:10][CH2:11][CH2:12][CH3:13])=[O:8])[N:6]=1.C([O-])([O-])=O.[K+].[K+].I[CH2:28][CH2:29][CH3:30]. (4) The reactants are: Br[C:2]1[CH:11]=[CH:10][C:9]2[C:4](=[CH:5][CH:6]=[CH:7][CH:8]=2)[CH:3]=1.[Li][C:13]([CH3:16])([CH3:15])[CH3:14].[Br:17][C:18]1[CH:31]=[CH:30][C:29]2[C:28](=[O:32])[C:27]3[C:22](=[CH:23][CH:24]=[CH:25][CH:26]=3)[C:21](=[O:33])[C:20]=2[CH:19]=1. Given the product [Br:17][C:18]1[CH:31]=[CH:30][C:29]2[C:28]([C:2]3[CH:11]=[CH:10][C:9]4[C:4](=[CH:5][CH:6]=[CH:7][CH:8]=4)[CH:3]=3)([OH:32])[C:27]3[C:22](=[CH:23][CH:24]=[CH:25][CH:26]=3)[C:21]([C:5]3[CH:4]=[CH:9][C:16]4[C:13](=[CH:15][CH:3]=[CH:2][CH:11]=4)[CH:14]=3)([OH:33])[C:20]=2[CH:19]=1, predict the reactants needed to synthesize it. (5) Given the product [CH3:29][N:25]1[CH:26]=[CH:27][N:28]=[C:24]1[S:23][C:9]1[CH:10]=[C:11]2[C:6](=[CH:7][CH:8]=1)[N:5]=[CH:4][N:3]=[C:2]2[NH:22][C:14]1[S:15][C:16]2[C:21]([N:13]=1)=[CH:20][CH:19]=[CH:18][N:17]=2, predict the reactants needed to synthesize it. The reactants are: Cl[C:2]1[C:11]2[C:6](=[CH:7][CH:8]=[C:9](I)[CH:10]=2)[N:5]=[CH:4][N:3]=1.[N:13]1[C:21]2[C:16](=[N:17][CH:18]=[CH:19][CH:20]=2)[S:15][C:14]=1[NH2:22].[SH:23][C:24]1[N:25]([CH3:29])[CH:26]=[CH:27][N:28]=1. (6) Given the product [ClH:16].[CH2:1]([C@@:3]12[CH2:15][C:14]3[C:9](=[CH:10][CH:11]=[CH:12][CH:13]=3)[C@@H:4]1[NH:5][CH2:6][CH2:7][CH2:8]2)[CH3:2], predict the reactants needed to synthesize it. The reactants are: [CH2:1]([C@@:3]12[CH2:15][C:14]3[C:9](=[CH:10][CH:11]=[CH:12][CH:13]=3)[C@@H:4]1[NH:5][CH2:6][CH2:7][CH2:8]2)[CH3:2].[ClH:16]. (7) The reactants are: [C:1]([O:5][C:6]([N:8]1[CH2:13][CH2:12][CH2:11][CH2:10][C@H:9]1[CH:14]([O:24][C:25](=[O:36])[NH:26][C:27]1[CH:28]=[C:29]2[C:33](=[CH:34][CH:35]=1)[NH:32][N:31]=[CH:30]2)[C:15]1[CH:16]=[C:17]([CH:21]=[CH:22][CH:23]=1)[C:18](O)=[O:19])=[O:7])([CH3:4])([CH3:3])[CH3:2].[CH:37]1([NH2:43])[CH2:42][CH2:41][CH2:40][CH2:39][CH2:38]1. Given the product [CH:37]1([NH:43][C:18]([C:17]2[CH:16]=[C:15]([C@H:14]([O:24][C:25](=[O:36])[NH:26][C:27]3[CH:28]=[C:29]4[C:33](=[CH:34][CH:35]=3)[NH:32][N:31]=[CH:30]4)[C@@H:9]3[CH2:10][CH2:11][CH2:12][CH2:13][N:8]3[C:6]([O:5][C:1]([CH3:4])([CH3:3])[CH3:2])=[O:7])[CH:23]=[CH:22][CH:21]=2)=[O:19])[CH2:42][CH2:41][CH2:40][CH2:39][CH2:38]1, predict the reactants needed to synthesize it.